This data is from Forward reaction prediction with 1.9M reactions from USPTO patents (1976-2016). The task is: Predict the product of the given reaction. (1) Given the reactants [Br:1][C:2]1[CH:7]=[CH:6][CH:5]=[C:4]([Cl:8])[C:3]=1[CH:9]=NOC.CC1C=CC(S(O)(=O)=[O:21])=CC=1.C=O, predict the reaction product. The product is: [Br:1][C:2]1[CH:7]=[CH:6][CH:5]=[C:4]([Cl:8])[C:3]=1[CH:9]=[O:21]. (2) Given the reactants C(N(CC)CC)C.Cl.Cl[C:10]1[N:15]([CH3:16])[C:14](=[O:17])[CH:13]=[C:12]([C:18]2[CH:23]=[CH:22][N:21]=[CH:20][CH:19]=2)[N:11]=1.[C:24]([O:28][C:29]([N:31]1[CH2:36][CH:35]2[CH2:37][C@H:32]1[CH2:33][NH:34]2)=[O:30])([CH3:27])([CH3:26])[CH3:25].O, predict the reaction product. The product is: [C:24]([O:28][C:29]([N:31]1[CH2:36][CH:35]2[CH2:37][C@H:32]1[CH2:33][N:34]2[C:10]1[N:15]([CH3:16])[C:14](=[O:17])[CH:13]=[C:12]([C:18]2[CH:23]=[CH:22][N:21]=[CH:20][CH:19]=2)[N:11]=1)=[O:30])([CH3:27])([CH3:25])[CH3:26]. (3) Given the reactants [OH:1][C:2]1[C:3]2[C:13]([C:14]3[CH:19]=[CH:18][C:17]([C:20]#[C:21][CH2:22][CH2:23][CH2:24][OH:25])=[CH:16][CH:15]=3)=[CH:12][S:11][C:4]=2[NH:5][C:6](=[O:10])[C:7]=1[C:8]#[N:9].[Br:26]NC(=O)CCC(N)=O, predict the reaction product. The product is: [Br:26][C:12]1[S:11][C:4]2[NH:5][C:6](=[O:10])[C:7]([C:8]#[N:9])=[C:2]([OH:1])[C:3]=2[C:13]=1[C:14]1[CH:19]=[CH:18][C:17]([C:20]#[C:21][CH2:22][CH2:23][CH2:24][OH:25])=[CH:16][CH:15]=1. (4) Given the reactants Cl.[CH:2]([NH:5][C:6]1[N:11]=[C:10]2[S:12][C:13]([CH2:15][CH2:16][C:17]([OH:19])=O)=[N:14][C:9]2=[CH:8][CH:7]=1)([CH3:4])[CH3:3].[Cl:20][C:21]1[CH:22]=[C:23]([CH:31]=[CH:32][C:33]=1[Cl:34])[CH2:24][N:25]([CH3:30])[CH2:26][CH2:27][CH2:28][NH2:29].[OH-].[Na+], predict the reaction product. The product is: [Cl:20][C:21]1[CH:22]=[C:23]([CH:31]=[CH:32][C:33]=1[Cl:34])[CH2:24][N:25]([CH3:30])[CH2:26][CH2:27][CH2:28][NH:29][C:17](=[O:19])[CH2:16][CH2:15][C:13]1[S:12][C:10]2[C:9]([N:14]=1)=[CH:8][CH:7]=[C:6]([NH:5][CH:2]([CH3:3])[CH3:4])[N:11]=2. (5) Given the reactants [I:1][C:2]1[CH:11]=[CH:10][C:5]([O:6][CH2:7][CH2:8][NH2:9])=[CH:4][CH:3]=1.C/C(/O[Si](C)(C)C)=N\[Si](C)(C)C.[N+:24]([C:27]1[CH:32]=[CH:31][C:30]([C@@H:33]2[CH2:35][O:34]2)=[CH:29][CH:28]=1)([O-:26])=[O:25], predict the reaction product. The product is: [I:1][C:2]1[CH:11]=[CH:10][C:5]([O:6][CH2:7][CH2:8][NH:9][CH2:35][C@@H:33]([C:30]2[CH:29]=[CH:28][C:27]([N+:24]([O-:26])=[O:25])=[CH:32][CH:31]=2)[OH:34])=[CH:4][CH:3]=1. (6) Given the reactants Cl[C:2]1[O:3][C:4]([CH2:14][CH2:15][CH2:16][O:17][C:18]2[CH:23]=[CH:22][CH:21]=[CH:20][C:19]=2[CH3:24])=[C:5]([C:7]2[CH:12]=[CH:11][C:10]([Cl:13])=[CH:9][CH:8]=2)[N:6]=1.[CH2:25]([C:27]1[NH:28][CH:29]=[CH:30][N:31]=1)[CH3:26].C(=O)([O-])[O-].[K+].[K+].CN(C)C=O, predict the reaction product. The product is: [Cl:13][C:10]1[CH:11]=[CH:12][C:7]([C:5]2[N:6]=[C:2]([N:28]3[CH:29]=[CH:30][N:31]=[C:27]3[CH2:25][CH3:26])[O:3][C:4]=2[CH2:14][CH2:15][CH2:16][O:17][C:18]2[CH:23]=[CH:22][CH:21]=[CH:20][C:19]=2[CH3:24])=[CH:8][CH:9]=1. (7) Given the reactants [OH-].[Na+].CC1C=CC(S(O[C:14]2[C:20](=[O:21])[CH:19]=[CH:18][CH:17]=[CH:16][CH:15]=2)(=O)=O)=CC=1.[CH3:22][C:23]([C:26]([NH2:28])=[NH:27])([CH3:25])[CH3:24].Cl.[NH4+].[Cl-], predict the reaction product. The product is: [CH3:22][C:23]([C:26]1[NH:28][C:15]2[CH:16]=[CH:17][CH:18]=[CH:19][C:20](=[O:21])[C:14]=2[N:27]=1)([CH3:25])[CH3:24].